This data is from Forward reaction prediction with 1.9M reactions from USPTO patents (1976-2016). The task is: Predict the product of the given reaction. Given the reactants [NH2:1][C:2]1[CH:3]=[N:4][CH:5]=[CH:6][C:7]=1[C:8]([O:10][CH3:11])=[O:9].[Cl:12][C:13]1[S:17][C:16]([C:18](Cl)=[O:19])=[CH:15][CH:14]=1, predict the reaction product. The product is: [Cl:12][C:13]1[S:17][C:16]([C:18]([NH:1][C:2]2[CH:3]=[N:4][CH:5]=[CH:6][C:7]=2[C:8]([O:10][CH3:11])=[O:9])=[O:19])=[CH:15][CH:14]=1.